Dataset: Reaction yield outcomes from USPTO patents with 853,638 reactions. Task: Predict the reaction yield, written as a fraction of the theoretical maximum amount of product (1.0 means a 100% yield; for example, 0.34 means a 34% yield). (1) The reactants are [NH:1]1[CH2:6][CH2:5][C:4]2([C:14]3[C:9](=[CH:10][CH:11]=[CH:12][CH:13]=3)[NH:8][C:7]2=[O:15])[CH2:3][CH2:2]1.C1C([N+]([O-])=O)=CC=C([Cl-][C:26]([O-])=[O:27])C=1.C(N(C(C)C)CC)(C)C.[F:38][C:39]([F:49])([F:48])[C:40]1[CH:47]=[CH:46][CH:45]=[CH:44][C:41]=1[CH2:42][NH2:43]. The catalyst is O.C(#N)C. The product is [O:15]=[C:7]1[C:4]2([CH2:5][CH2:6][N:1]([C:26]([NH:43][CH2:42][C:41]3[CH:44]=[CH:45][CH:46]=[CH:47][C:40]=3[C:39]([F:48])([F:49])[F:38])=[O:27])[CH2:2][CH2:3]2)[C:14]2[C:9](=[CH:10][CH:11]=[CH:12][CH:13]=2)[NH:8]1. The yield is 0.258. (2) The reactants are S=C1[N:6]([C:7]([O:9][CH2:10][C:11]2[CH:16]=[CH:15][C:14]([O:17][C:18](=[O:20])[CH3:19])=[C:13]([O:21][CH3:22])[CH:12]=2)=[O:8])[CH2:5][CH2:4]S1.[CH2:23](N)[CH2:24][CH2:25][CH2:26][CH2:27][CH2:28][CH2:29][CH2:30][CH2:31][CH2:32]CC.C(N(CC)CC)C. The catalyst is C1COCC1.C(OCC)C. The product is [C:18]([O:17][C:14]1[CH:15]=[CH:16][C:11]([CH2:10][O:9][C:7](=[O:8])[NH:6][CH2:5][CH2:4][CH2:23][CH2:24][CH2:25][CH2:26][CH2:27][CH2:28][CH2:29][CH2:30][CH2:31][CH3:32])=[CH:12][C:13]=1[O:21][CH3:22])(=[O:20])[CH3:19]. The yield is 0.480. (3) The reactants are Cl[C:2]1[CH:7]=[C:6]([Cl:8])[N:5]=[CH:4][N:3]=1.[Cl:9][C:10]1[CH:15]=[CH:14][C:13]([OH:16])=[CH:12][CH:11]=1.C(=O)([O-])[O-].[K+].[K+].[OH-].[Na+]. The catalyst is C(#N)C.[I-].[Na+]. The product is [Cl:8][C:6]1[CH:7]=[C:2]([O:16][C:13]2[CH:14]=[CH:15][C:10]([Cl:9])=[CH:11][CH:12]=2)[N:3]=[CH:4][N:5]=1. The yield is 0.930. (4) The product is [OH:38][C@H:36]([CH3:37])[C@H:33]([NH:32][C:21]([C:20]1[C:14]2[C:15](=[N:16][CH:17]=[C:12]([C:6]3[C:5]4[C:9](=[CH:10][C:2]([F:1])=[CH:3][CH:4]=4)[N:8]([CH3:11])[N:7]=3)[N:13]=2)[N:18]([CH2:24][O:25][CH2:26][CH2:27][Si:28]([CH3:29])([CH3:31])[CH3:30])[CH:19]=1)=[O:23])[CH2:34][OH:35]. The reactants are [F:1][C:2]1[CH:10]=[C:9]2[C:5]([C:6]([C:12]3[N:13]=[C:14]4[C:20]([C:21]([OH:23])=O)=[CH:19][N:18]([CH2:24][O:25][CH2:26][CH2:27][Si:28]([CH3:31])([CH3:30])[CH3:29])[C:15]4=[N:16][CH:17]=3)=[N:7][N:8]2[CH3:11])=[CH:4][CH:3]=1.[NH2:32][C@@H:33]([C@H:36]([OH:38])[CH3:37])[CH2:34][OH:35].CN(C(ON1N=NC2C=CC=NC1=2)=[N+](C)C)C.F[P-](F)(F)(F)(F)F.C(N(CC)C(C)C)(C)C. The yield is 0.960. The catalyst is C(#N)C. (5) The reactants are [NH2:1][CH:2]1[CH:6]([C:7]2[CH:12]=[CH:11][CH:10]=[CH:9][CH:8]=2)[CH2:5][N:4]([C:13]([C:15]2[N:16]=[C:17]3[C:22]([C:23]([F:26])([F:25])[F:24])=[CH:21][C:20]([C:27]4[CH:31]=[CH:30][O:29][CH:28]=4)=[CH:19][N:18]3[C:32]=2[Cl:33])=[O:14])[CH2:3]1.C(N(CC)C(C)C)(C)C.[C:43](OC(=O)C)(=[O:45])[CH3:44]. The catalyst is CN(C=O)C.CCOC(C)=O. The product is [Cl:33][C:32]1[N:18]2[CH:19]=[C:20]([C:27]3[CH:31]=[CH:30][O:29][CH:28]=3)[CH:21]=[C:22]([C:23]([F:25])([F:26])[F:24])[C:17]2=[N:16][C:15]=1[C:13]([N:4]1[CH2:5][CH:6]([C:7]2[CH:12]=[CH:11][CH:10]=[CH:9][CH:8]=2)[CH:2]([NH:1][C:43](=[O:45])[CH3:44])[CH2:3]1)=[O:14]. The yield is 0.900. (6) The reactants are [CH3:1][N:2]1[C:10]2[CH:9]=[C:8]([N:11]3[CH:16]=[CH:15][C:14]([O:17][CH2:18][C:19]4[CH:24]=[CH:23][C:22]([C:25]([F:28])([F:27])[F:26])=[CH:21][CH:20]=4)=[CH:13][C:12]3=[O:29])[CH:7]=[CH:6][C:5]=2[C:4]2[CH2:30][N:31](C(OC(C)(C)C)=O)[CH2:32][CH2:33][C:3]1=2.[ClH:41]. The catalyst is CO.CCOCC. The product is [ClH:41].[ClH:41].[CH3:1][N:2]1[C:10]2[CH:9]=[C:8]([N:11]3[CH:16]=[CH:15][C:14]([O:17][CH2:18][C:19]4[CH:20]=[CH:21][C:22]([C:25]([F:27])([F:26])[F:28])=[CH:23][CH:24]=4)=[CH:13][C:12]3=[O:29])[CH:7]=[CH:6][C:5]=2[C:4]2[CH2:30][NH:31][CH2:32][CH2:33][C:3]1=2. The yield is 0.380.